From a dataset of Full USPTO retrosynthesis dataset with 1.9M reactions from patents (1976-2016). Predict the reactants needed to synthesize the given product. (1) Given the product [CH2:1]([O:8][C:9]([NH:11][C@@H:12]([CH2:16][C:17]1[CH:22]=[CH:21][CH:20]=[CH:19][CH:18]=1)[C@H:13]([OH:15])[CH2:14][NH:27][CH2:23][CH2:24][CH2:25][CH3:26])=[O:10])[C:2]1[CH:7]=[CH:6][CH:5]=[CH:4][CH:3]=1, predict the reactants needed to synthesize it. The reactants are: [CH2:1]([O:8][C:9]([NH:11][C@@H:12]([CH2:16][C:17]1[CH:22]=[CH:21][CH:20]=[CH:19][CH:18]=1)[C@@H:13]1[O:15][CH2:14]1)=[O:10])[C:2]1[CH:7]=[CH:6][CH:5]=[CH:4][CH:3]=1.[CH2:23]([NH2:27])[CH2:24][CH2:25][CH3:26]. (2) Given the product [ClH:18].[Cl:18][C:14]1[CH:13]=[C:12]([C@@H:10]([OH:11])[CH2:9][NH:8][CH2:19][CH2:20][C:21]2[CH:26]=[CH:25][C:24]([S:27]([C:30]3[CH:31]=[CH:32][C:33]([OH:36])=[CH:34][CH:35]=3)(=[O:28])=[O:29])=[CH:23][CH:22]=2)[CH:17]=[CH:16][CH:15]=1, predict the reactants needed to synthesize it. The reactants are: C([N:8]([CH2:19][CH2:20][C:21]1[CH:26]=[CH:25][C:24]([S:27]([C:30]2[CH:35]=[CH:34][C:33]([OH:36])=[CH:32][CH:31]=2)(=[O:29])=[O:28])=[CH:23][CH:22]=1)[CH2:9][C@@H:10]([C:12]1[CH:17]=[CH:16][CH:15]=[C:14]([Cl:18])[CH:13]=1)[OH:11])C1C=CC=CC=1.[H][H]. (3) Given the product [C:8]([O:12][C:13](=[O:48])[N:14]([C@H:16]([C:18](=[O:47])[NH:19][C@@H:20]1[C:26](=[O:27])[N:25]([CH2:28][C:29]2[C:38]3[C:33](=[CH:34][C:35]([C:39]4[NH:40][N:7]=[N:6][N:5]=4)=[CH:36][CH:37]=3)[CH:32]=[CH:31][C:30]=2[O:41][CH3:42])[C:24]2[CH:43]=[CH:44][CH:45]=[CH:46][C:23]=2[CH2:22][CH2:21]1)[CH3:17])[CH3:15])([CH3:9])([CH3:10])[CH3:11], predict the reactants needed to synthesize it. The reactants are: [Si]([N:5]=[N+:6]=[N-:7])(C)(C)C.[C:8]([O:12][C:13](=[O:48])[N:14]([C@H:16]([C:18](=[O:47])[NH:19][C@@H:20]1[C:26](=[O:27])[N:25]([CH2:28][C:29]2[C:38]3[C:33](=[CH:34][C:35]([C:39]#[N:40])=[CH:36][CH:37]=3)[CH:32]=[CH:31][C:30]=2[O:41][CH3:42])[C:24]2[CH:43]=[CH:44][CH:45]=[CH:46][C:23]=2[CH2:22][CH2:21]1)[CH3:17])[CH3:15])([CH3:11])([CH3:10])[CH3:9]. (4) The reactants are: [O:1]1[CH2:6][CH2:5][C:4](=O)[CH2:3][CH2:2]1.[C:8]([O:12][C:13](=[O:18])[NH:14][CH2:15][CH2:16][NH2:17])([CH3:11])([CH3:10])[CH3:9]. Given the product [C:8]([O:12][C:13](=[O:18])[NH:14][CH2:15][CH2:16][NH:17][CH:4]1[CH2:5][CH2:6][O:1][CH2:2][CH2:3]1)([CH3:11])([CH3:9])[CH3:10], predict the reactants needed to synthesize it. (5) Given the product [N+:1]([O:4][CH2:12][C:13]#[C:14][CH2:15][OH:16])([O-:3])=[O:2], predict the reactants needed to synthesize it. The reactants are: [N+:1]([O-:4])([OH:3])=[O:2].C(OC(=O)C)(=O)C.[CH2:12](O)[C:13]#[C:14][CH2:15][OH:16]. (6) Given the product [F:1][C:2]1[CH:11]=[C:10]2[C:5]([CH:6]=[CH:7][N:8]([C:22]3[CH:27]=[CH:26][C:25]([N+:28]([O-:30])=[O:29])=[CH:24][CH:23]=3)[C:9]2=[O:12])=[CH:4][C:3]=1[O:13][CH3:14], predict the reactants needed to synthesize it. The reactants are: [F:1][C:2]1[CH:11]=[C:10]2[C:5]([CH:6]=[CH:7][NH:8][C:9]2=[O:12])=[CH:4][C:3]=1[O:13][CH3:14].C(=O)([O-])[O-].[K+].[K+].F[C:22]1[CH:27]=[CH:26][C:25]([N+:28]([O-:30])=[O:29])=[CH:24][CH:23]=1.